Dataset: Reaction yield outcomes from USPTO patents with 853,638 reactions. Task: Predict the reaction yield, written as a fraction of the theoretical maximum amount of product (1.0 means a 100% yield; for example, 0.34 means a 34% yield). (1) The reactants are O=P(Cl)(Cl)Cl.[S:6]1[CH:10]=[CH:9][CH:8]=[C:7]1[CH2:11][CH2:12][CH2:13][C:14]([O:16][CH3:17])=[O:15].CN([CH:21]=[O:22])C. No catalyst specified. The product is [CH:21]([C:10]1[S:6][C:7]([CH2:11][CH2:12][CH2:13][C:14]([O:16][CH3:17])=[O:15])=[CH:8][CH:9]=1)=[O:22]. The yield is 0.830. (2) The reactants are CCCC[N+](CCCC)(CCCC)CCCC.[F-].[C:19]([C:23]1[CH:24]=[C:25]([NH:45][C:46]([NH:48][C@@H:49]2[C:58]3[C:53](=[CH:54][CH:55]=[CH:56][CH:57]=3)[C@H:52]([O:59][C:60]3[CH:61]=[CH:62][C:63]4[N:64]([C:66]([CH:69]([CH3:71])[CH3:70])=[N:67][N:68]=4)[CH:65]=3)[CH2:51][CH2:50]2)=[O:47])[N:26]([C:28]2[CH:33]=[CH:32][CH:31]=[C:30]([O:34][Si](C(C)C)(C(C)C)C(C)C)[CH:29]=2)[N:27]=1)([CH3:22])([CH3:21])[CH3:20]. The catalyst is C1COCC1. The product is [C:19]([C:23]1[CH:24]=[C:25]([NH:45][C:46]([NH:48][C@@H:49]2[C:58]3[C:53](=[CH:54][CH:55]=[CH:56][CH:57]=3)[C@H:52]([O:59][C:60]3[CH:61]=[CH:62][C:63]4[N:64]([C:66]([CH:69]([CH3:71])[CH3:70])=[N:67][N:68]=4)[CH:65]=3)[CH2:51][CH2:50]2)=[O:47])[N:26]([C:28]2[CH:33]=[CH:32][CH:31]=[C:30]([OH:34])[CH:29]=2)[N:27]=1)([CH3:22])([CH3:21])[CH3:20]. The yield is 0.750. (3) The reactants are [ClH:1].[CH2:2]([C:6]1[N:7]=[C:8]([NH2:11])[NH:9][CH:10]=1)[CH2:3][C:4]#[CH:5].[N:12]([CH2:15][CH2:16][CH2:17][C:18]1[CH:23]=[CH:22][CH:21]=[CH:20][CH:19]=1)=[N+:13]=[N-:14]. No catalyst specified. The product is [ClH:1].[C:18]1([CH2:17][CH2:16][CH2:15][N:12]2[CH:5]=[C:4]([CH2:3][CH2:2][C:6]3[N:7]=[C:8]([NH2:11])[NH:9][CH:10]=3)[N:14]=[N:13]2)[CH:23]=[CH:22][CH:21]=[CH:20][CH:19]=1. The yield is 0.360. (4) The reactants are [CH2:1]([O:3][C:4](=[O:14])[C:5]1[CH:10]=[CH:9][C:8]([CH2:11]CBr)=[CH:7][CH:6]=1)[CH3:2].[CH2:15]([N:17]1[CH2:22][CH2:21][NH:20][CH2:19][CH2:18]1)[CH3:16]. The catalyst is C1COCC1.O. The product is [CH2:1]([O:3][C:4](=[O:14])[C:5]1[CH:6]=[CH:7][C:8]([CH2:11][N:20]2[CH2:21][CH2:22][N:17]([CH2:15][CH3:16])[CH2:18][CH2:19]2)=[CH:9][CH:10]=1)[CH3:2]. The yield is 1.00. (5) The reactants are [CH:1]([C:3]1[N:11]2[C:6]([CH2:7][CH2:8][CH2:9][CH2:10]2)=[CH:5][C:4]=1[C:12]([O:14][CH3:15])=[O:13])=O.[CH3:16][C:17]([S:20]([NH2:22])=[O:21])([CH3:19])[CH3:18].OS([O-])(=O)=O.[K+]. The catalyst is ClCCl. The product is [C:17]([S:20](/[N:22]=[CH:1]/[C:3]1[N:11]2[C:6]([CH2:7][CH2:8][CH2:9][CH2:10]2)=[CH:5][C:4]=1[C:12]([O:14][CH3:15])=[O:13])=[O:21])([CH3:19])([CH3:18])[CH3:16]. The yield is 0.830. (6) The reactants are Cl.C(OC([NH:9][C@@H:10]([CH:19]([CH3:21])[CH3:20])/[CH:11]=[C:12](/[F:18])\[C:13](OCC)=[O:14])=O)(C)(C)C.C(N(CC)CC)C.[NH4+].[Cl-]. The catalyst is CCOCC. The product is [F:18][C:12]1[C:13](=[O:14])[NH:9][C@@H:10]([CH:19]([CH3:21])[CH3:20])[CH:11]=1. The yield is 0.690. (7) The reactants are [Cl:1][C:2]1[N:9]=[C:8]([Cl:10])[C:7]([CH:11]2[CH2:13][CH2:12]2)=[CH:6][C:3]=1[C:4]#[N:5].C([O-])([O-])=[O:15].[K+].[K+].OO.O. The catalyst is CS(C)=O. The product is [Cl:1][C:2]1[N:9]=[C:8]([Cl:10])[C:7]([CH:11]2[CH2:12][CH2:13]2)=[CH:6][C:3]=1[C:4]([NH2:5])=[O:15]. The yield is 0.700.